Dataset: NCI-60 drug combinations with 297,098 pairs across 59 cell lines. Task: Regression. Given two drug SMILES strings and cell line genomic features, predict the synergy score measuring deviation from expected non-interaction effect. (1) Drug 1: C1CC(=O)NC(=O)C1N2CC3=C(C2=O)C=CC=C3N. Drug 2: C#CCC(CC1=CN=C2C(=N1)C(=NC(=N2)N)N)C3=CC=C(C=C3)C(=O)NC(CCC(=O)O)C(=O)O. Cell line: BT-549. Synergy scores: CSS=0.567, Synergy_ZIP=-2.71, Synergy_Bliss=-5.28, Synergy_Loewe=-3.33, Synergy_HSA=-3.57. (2) Drug 1: CC1=C(C=C(C=C1)NC(=O)C2=CC=C(C=C2)CN3CCN(CC3)C)NC4=NC=CC(=N4)C5=CN=CC=C5. Drug 2: CS(=O)(=O)OCCCCOS(=O)(=O)C. Cell line: CAKI-1. Synergy scores: CSS=-5.24, Synergy_ZIP=0.0271, Synergy_Bliss=-0.757, Synergy_Loewe=-7.75, Synergy_HSA=-5.50.